Dataset: Catalyst prediction with 721,799 reactions and 888 catalyst types from USPTO. Task: Predict which catalyst facilitates the given reaction. (1) Reactant: [CH2:1]([O:3][C:4]1[C:9]([CH:10]=[O:11])=[C:8]([C:12]([F:15])([F:14])[F:13])[N:7]=[CH:6][N:5]=1)[CH3:2].[BH4-].[Na+].O. Product: [CH2:1]([O:3][C:4]1[C:9]([CH2:10][OH:11])=[C:8]([C:12]([F:14])([F:15])[F:13])[N:7]=[CH:6][N:5]=1)[CH3:2]. The catalyst class is: 5. (2) Reactant: [Cl:1][C:2]1[CH:9]=[C:8]([Cl:10])[CH:7]=[CH:6][C:3]=1[CH:4]=O.[CH:11]1([NH2:14])[CH2:13][CH2:12]1.[BH4-].[Na+]. Product: [CH:11]1([NH:14][CH2:4][C:3]2[CH:6]=[CH:7][C:8]([Cl:10])=[CH:9][C:2]=2[Cl:1])[CH2:13][CH2:12]1. The catalyst class is: 5. (3) The catalyst class is: 17. Product: [CH2:7]([O:13][C:1](=[O:5])[C:2]([O:13][CH2:7][CH2:8]/[CH:9]=[CH:10]\[CH2:11][CH3:12])=[O:3])[CH2:8]/[CH:9]=[CH:10]\[CH2:11][CH3:12]. Reactant: [C:1](Cl)(=[O:5])[C:2](Cl)=[O:3].[CH2:7]([OH:13])[CH2:8]/[CH:9]=[CH:10]\[CH2:11][CH3:12].OS(O)(=O)=O.